From a dataset of Experimentally validated miRNA-target interactions with 360,000+ pairs, plus equal number of negative samples. Binary Classification. Given a miRNA mature sequence and a target amino acid sequence, predict their likelihood of interaction. (1) The miRNA is hsa-miR-3912-5p with sequence AUGUCCAUAUUAUGGGUUAGU. The protein sequence of the target gene is MSRLEAKKPSLCKSEPLTTERVRTTLSVLKRIVTSCYGPSGRLKQLHNGFGGYVCTTSQSSALLSHLLVTHPILKILTASIQNHVSSFSDCGLFTAILCCNLIENVQRLGLTPTTVIRLNKHLLSLCISYLKSETCGCRIPVDFSSTQILLCLVRSILTSKPACMLTRKETEHVSALILRAFLLTIPENAEGHIILGKSLIVPLKGQRVIDSTVLPGILIEMSEVQLMRLLPIKKSTALKVALFCTTLSGDTSDTGEGTVVVSYGVSLENAVLDQLLNLGRQLISDHVDLVLCQKVIHPS.... Result: 0 (no interaction). (2) Result: 0 (no interaction). The miRNA is hsa-miR-1292-5p with sequence UGGGAACGGGUUCCGGCAGACGCUG. The protein sequence of the target gene is MKKSGVLFLLGIILLVLIGVQGTPVVRKGRCSCISTNQGTIHLQSLKDLKQFAPSPSCEKIEIIATLKNGVQTCLNPDSADVKELIKKWEKQVSQKKKQKNGKKHQKKKVLKVRKSQRSRQKKTT.